This data is from Full USPTO retrosynthesis dataset with 1.9M reactions from patents (1976-2016). The task is: Predict the reactants needed to synthesize the given product. (1) Given the product [C:1]1([S:7]([N:10]2[C:14]3=[N:15][CH:16]=[CH:17][CH:18]=[C:13]3[CH:12]=[C:11]2[C:19]([O:27][S:44]([C:41]2[CH:42]=[CH:43][C:38]([CH3:58])=[CH:39][CH:40]=2)(=[O:46])=[O:45])=[CH:20][CH:21]2[CH2:26][CH2:25][CH2:24][CH2:23][O:22]2)(=[O:9])=[O:8])[CH:2]=[CH:3][CH:4]=[CH:5][CH:6]=1, predict the reactants needed to synthesize it. The reactants are: [C:1]1([S:7]([N:10]2[C:14]3=[N:15][CH:16]=[CH:17][CH:18]=[C:13]3[CH:12]=[C:11]2[C:19](=[O:27])[CH2:20][CH:21]2[CH2:26][CH2:25][CH2:24][CH2:23][O:22]2)(=[O:9])=[O:8])[CH:6]=[CH:5][CH:4]=[CH:3][CH:2]=1.C[Si]([N-][Si](C)(C)C)(C)C.[Li+].[C:38]1([CH3:58])[CH:43]=[CH:42][C:41]([S:44](O[S:44]([C:41]2[CH:42]=[CH:43][C:38]([CH3:58])=[CH:39][CH:40]=2)(=[O:46])=[O:45])(=[O:46])=[O:45])=[CH:40][CH:39]=1. (2) Given the product [C:14]1([C:4]2([CH2:1][CH:2]=[O:21])[CH2:13][CH2:12][CH2:11][CH2:10][C:5]32[O:6][CH2:7][CH2:8][O:9]3)[CH:19]=[CH:18][CH:17]=[CH:16][CH:15]=1, predict the reactants needed to synthesize it. The reactants are: [CH2:1]([C:4]1([C:14]2[CH:19]=[CH:18][CH:17]=[CH:16][CH:15]=2)[CH2:13][CH2:12][CH2:11][CH2:10][C:5]21[O:9][CH2:8][CH2:7][O:6]2)[CH:2]=C.I([O-])(=O)(=O)=[O:21].[Na+].CCOC(C)=O.